This data is from Forward reaction prediction with 1.9M reactions from USPTO patents (1976-2016). The task is: Predict the product of the given reaction. (1) The product is: [Br:1][C:2]1[C:7]([CH3:8])=[CH:6][CH:5]=[CH:4][C:3]=1[CH2:9][CH2:10][O:11][CH3:14]. Given the reactants [Br:1][C:2]1[C:7]([CH3:8])=[CH:6][CH:5]=[CH:4][C:3]=1[CH2:9][CH2:10][OH:11].[H-].[Na+].[CH3:14]I.O, predict the reaction product. (2) Given the reactants [C:1]1(C)[CH:6]=[CH:5][C:4]([N:7]=[N+:8]=[N-:9])=[CH:3][CH:2]=1.[C:11]1([C:17]#[CH:18])[CH:16]=[CH:15][CH:14]=[CH:13][CH:12]=1.[CH2:19]1COCC1, predict the reaction product. The product is: [C:3]1([CH3:19])[CH:2]=[CH:1][CH:6]=[CH:5][C:4]=1[N:7]1[C:17]([C:11]2[CH:16]=[CH:15][CH:14]=[CH:13][CH:12]=2)=[CH:18][N:9]=[N:8]1. (3) Given the reactants [N:1]1([C:5]([C:7]2[S:15][C:14]3[C:9](=[N:10][CH:11]=[CH:12][C:13]=3Cl)[CH:8]=2)=[O:6])[CH2:4][CH2:3][CH2:2]1.[OH:17][CH2:18][CH2:19][CH2:20][NH:21][C:22]([C:24]1[C:32]2[C:27](=[CH:28][C:29]([OH:33])=[CH:30][CH:31]=2)[N:26]([CH3:34])[C:25]=1[CH3:35])=[O:23].C([O-])([O-])=O.[Cs+].[Cs+], predict the reaction product. The product is: [OH:17][CH2:18][CH2:19][CH2:20][NH:21][C:22]([C:24]1[C:32]2[C:27](=[CH:28][C:29]([O:33][C:13]3[CH:12]=[CH:11][N:10]=[C:9]4[CH:8]=[C:7]([C:5]([N:1]5[CH2:4][CH2:3][CH2:2]5)=[O:6])[S:15][C:14]=34)=[CH:30][CH:31]=2)[N:26]([CH3:34])[C:25]=1[CH3:35])=[O:23].